From a dataset of Blood-brain barrier permeability classification from the B3DB database. Regression/Classification. Given a drug SMILES string, predict its absorption, distribution, metabolism, or excretion properties. Task type varies by dataset: regression for continuous measurements (e.g., permeability, clearance, half-life) or binary classification for categorical outcomes (e.g., BBB penetration, CYP inhibition). Dataset: b3db_classification. (1) The molecule is NS(=O)(=O)c1cc2c(cc1Cl)NC(C(Cl)Cl)NS2(=O)=O. The result is 0 (does not penetrate BBB). (2) The compound is O=C(Cc1ccc(Cl)c(Cl)c1)N1CCn2ncnc2[C@@H]1CN1CCCC1. The result is 1 (penetrates BBB). (3) The result is 1 (penetrates BBB). The compound is COc1ccc2c(c1)C(O)(CCCN(C)C)c1ccccc1S2. (4) The compound is FC(F)OC(Cl)C(F)(F)F. The result is 1 (penetrates BBB). (5) The drug is CC(C)C[C@H](N(C)C)C1(c2ccc(Cl)cc2)CCC1. The result is 1 (penetrates BBB). (6) The molecule is CCCN(CCC)CCc1ccc2c(c1)CC(=O)N2. The result is 1 (penetrates BBB). (7) The molecule is O=[N+]([O-])c1cc[nH]c1NCCSCc1ccccn1. The result is 1 (penetrates BBB). (8) The molecule is CCC(C)n1ncn(-c2ccc(N3CCN(c4ccc(OCC5COC(Cn6cncn6)(c6ccc(Cl)cc6Cl)O5)cc4)CC3)cc2)c1=O. The result is 1 (penetrates BBB). (9) The compound is OCCC1CCN(CC/C=C2\c3ccc(F)cc3Sc3ccc(C(F)(F)F)cc32)CC1. The result is 1 (penetrates BBB). (10) The compound is CCN1CCC[C@@H]1CNC(=O)c1cc(S(=O)(=O)CC)ccc1OC. The result is 1 (penetrates BBB).